This data is from Catalyst prediction with 721,799 reactions and 888 catalyst types from USPTO. The task is: Predict which catalyst facilitates the given reaction. (1) Reactant: [CH3:1][O:2][C:3]1[CH:8]=[C:7]([C:9]2[CH:14]=[CH:13][CH:12]=[CH:11][CH:10]=2)[CH:6]=[CH:5][C:4]=1[CH2:15][N:16]1[CH2:21][CH2:20][N:19](C(OC(C)(C)C)=O)[CH2:18][CH2:17]1.FC(F)(F)C(O)=O. Product: [CH3:1][O:2][C:3]1[CH:8]=[C:7]([C:9]2[CH:10]=[CH:11][CH:12]=[CH:13][CH:14]=2)[CH:6]=[CH:5][C:4]=1[CH2:15][N:16]1[CH2:21][CH2:20][NH:19][CH2:18][CH2:17]1. The catalyst class is: 4. (2) Reactant: [Br:1][C:2]1[CH:7]=[CH:6][C:5]([CH3:8])=[CH:4][N:3]=1.ClC1C=CC=C(C(OO)=[O:17])C=1. Product: [Br:1][C:2]1[CH:7]=[CH:6][C:5]([CH3:8])=[CH:4][N+:3]=1[O-:17]. The catalyst class is: 22. (3) Reactant: [CH2:1]([OH:21])[CH2:2][CH:3]([CH2:5][CH2:6][CH2:7][CH:8]([CH2:10][CH2:11][CH2:12][CH:13]([CH2:15][CH2:16][CH2:17][CH:18]([CH3:20])[CH3:19])[CH3:14])[CH3:9])[CH3:4].N1C=CC=CC=1.[C:28]1([CH3:38])[CH:33]=[CH:32][C:31]([S:34](Cl)(=[O:36])=[O:35])=[CH:30][CH:29]=1. Product: [S:34]([C:31]1[CH:32]=[CH:33][C:28]([CH3:38])=[CH:29][CH:30]=1)([O:21][CH2:1][CH2:2][CH:3]([CH2:5][CH2:6][CH2:7][CH:8]([CH2:10][CH2:11][CH2:12][CH:13]([CH2:15][CH2:16][CH2:17][CH:18]([CH3:20])[CH3:19])[CH3:14])[CH3:9])[CH3:4])(=[O:36])=[O:35]. The catalyst class is: 2. (4) Reactant: [CH:1]1([CH2:5]O)[CH2:4][CH2:3][CH2:2]1.CC(OI1(OC(C)=O)(OC(C)=O)OC(=O)C2C=CC=CC1=2)=O.C(=O)([O-])[O-].[Cs+].[Cs+].[C:35]([S@:39]([NH2:41])=[O:40])([CH3:38])([CH3:37])[CH3:36]. Product: [CH:1]1(/[CH:5]=[N:41]/[S:39]([C:35]([CH3:38])([CH3:37])[CH3:36])=[O:40])[CH2:4][CH2:3][CH2:2]1. The catalyst class is: 2. (5) Reactant: [NH:1]1[CH:5]=[CH:4][C:3]([O:6][CH2:7][C:8]2[C:13]([CH3:14])=[CH:12][CH:11]=[CH:10][C:9]=2[N:15]2[C:19](=[O:20])[N:18]([CH3:21])[N:17]=[N:16]2)=[N:2]1.CN(C)C=O.[H-].[Na+].Cl[C:30]1[CH:35]=[CH:34][C:33]([Cl:36])=[CH:32][N:31]=1. Product: [Cl:36][C:33]1[CH:34]=[CH:35][C:30]([N:1]2[CH:5]=[CH:4][C:3]([O:6][CH2:7][C:8]3[C:13]([CH3:14])=[CH:12][CH:11]=[CH:10][C:9]=3[N:15]3[C:19](=[O:20])[N:18]([CH3:21])[N:17]=[N:16]3)=[N:2]2)=[N:31][CH:32]=1. The catalyst class is: 6. (6) Reactant: [C:1](Cl)(=[O:4])[CH:2]=[CH2:3].[CH3:6][NH:7][CH2:8][C:9]1[N:10]([CH3:18])[C:11]2[C:16]([CH:17]=1)=[CH:15][CH:14]=[CH:13][CH:12]=2.C(N(CC)CC)C. Product: [CH3:6][N:7]([CH2:8][C:9]1[N:10]([CH3:18])[C:11]2[C:16]([CH:17]=1)=[CH:15][CH:14]=[CH:13][CH:12]=2)[C:1](=[O:4])[CH:2]=[CH2:3]. The catalyst class is: 2. (7) Reactant: C(NC(C)C)(C)C.C([Li])CCC.[CH2:13]([SnH:17]([CH2:22][CH2:23][CH2:24][CH3:25])[CH2:18][CH2:19][CH2:20][CH3:21])[CH2:14][CH2:15][CH3:16].[C:26]1(=O)[CH2:30][CH2:29][CH2:28][CH2:27]1.CS(Cl)(=O)=O.C(N(CC)CC)C. Product: [CH2:22]([Sn:17]([CH2:13][CH2:14][CH2:15][CH3:16])([CH2:18][CH2:19][CH2:20][CH3:21])[C:26]1[CH2:30][CH2:29][CH2:28][CH:27]=1)[CH2:23][CH2:24][CH3:25]. The catalyst class is: 188. (8) Reactant: [H-].[Na+].C(O)CCC.[C:8]([N:16]1[CH2:21][CH2:20][C:19]2[N:22]=[CH:23][S:24][C:18]=2[CH:17]1[CH3:25])(=[O:15])C1C=CC=CC=1.C(OC([O:28][C:29]([CH3:32])([CH3:31])[CH3:30])=O)([O:28][C:29]([CH3:32])([CH3:31])[CH3:30])=O. Product: [C:29]([O:28][C:8]([N:16]1[CH2:21][CH2:20][C:19]2[N:22]=[CH:23][S:24][C:18]=2[CH:17]1[CH3:25])=[O:15])([CH3:32])([CH3:31])[CH3:30]. The catalyst class is: 6. (9) Reactant: [C:1]([NH:5][C:6]1[N:7]=[C:8]([NH:20][C:21]2[CH:26]=[C:25]([C:27]([O:29]CC)=[CH2:28])[N:24]=[CH:23][N:22]=2)[CH:9]=[C:10]2[C:15]=1[C:14](=[O:16])[N:13]([CH2:17][CH2:18][OH:19])[CH:12]=[CH:11]2)([CH3:4])([CH3:3])[CH3:2].Cl. Product: [C:27]([C:25]1[N:24]=[CH:23][N:22]=[C:21]([NH:20][C:8]2[CH:9]=[C:10]3[C:15](=[C:6]([NH:5][C:1]([CH3:2])([CH3:3])[CH3:4])[N:7]=2)[C:14](=[O:16])[N:13]([CH2:17][CH2:18][OH:19])[CH:12]=[CH:11]3)[CH:26]=1)(=[O:29])[CH3:28]. The catalyst class is: 5.